Predict the reactants needed to synthesize the given product. From a dataset of Full USPTO retrosynthesis dataset with 1.9M reactions from patents (1976-2016). Given the product [C:16]([C:6]1[S:5][CH:4]=[C:3]([C:7]([O:9][CH3:10])=[O:8])[C:2]=1[CH3:1])(=[O:17])[CH3:15], predict the reactants needed to synthesize it. The reactants are: [CH3:1][C:2]1[C:3]([C:7]([O:9][CH3:10])=[O:8])=[CH:4][S:5][CH:6]=1.[N+](C)([O-])=O.[CH3:15][C:16](OC(C)=O)=[O:17].